Dataset: Forward reaction prediction with 1.9M reactions from USPTO patents (1976-2016). Task: Predict the product of the given reaction. (1) Given the reactants [CH:1](NC(C)C)(C)[CH3:2].C([Li])CCC.CCCCCC.[CH2:19]([N:26]1[CH2:31][CH2:30][N:29]([C:32]2[CH:39]=[CH:38][C:35]([C:36]#[N:37])=[C:34]([C:40]([F:43])([F:42])[F:41])[CH:33]=2)[CH2:28][C:27]1=[O:44])[C:20]1[CH:25]=[CH:24][CH:23]=[CH:22][CH:21]=1.C(I)C.[Cl-].[NH4+], predict the reaction product. The product is: [CH2:19]([N:26]1[CH2:31][CH2:30][N:29]([C:32]2[CH:39]=[CH:38][C:35]([C:36]#[N:37])=[C:34]([C:40]([F:42])([F:43])[F:41])[CH:33]=2)[CH:28]([CH2:1][CH3:2])[C:27]1=[O:44])[C:20]1[CH:21]=[CH:22][CH:23]=[CH:24][CH:25]=1. (2) Given the reactants Cl.C([N:6]([CH2:10][CH2:11][NH2:12])[C:7](=[O:9])[OH:8])(C)(C)C.[Br:13][C:14]1[C:15]2[O:24][C:23]([CH:25]=O)=[CH:22][C:16]=2[C:17](=[O:21])[N:18]([CH3:20])[CH:19]=1, predict the reaction product. The product is: [C:16]([O:8][C:7](=[O:9])[NH:6][CH2:10][CH2:11][NH:12][CH2:25][C:23]1[O:24][C:15]2[C:14]([Br:13])=[CH:19][N:18]([CH3:20])[C:17](=[O:21])[C:16]=2[CH:22]=1)([CH3:22])([CH3:17])[CH3:15]. (3) Given the reactants [Br:1][C:2]1[CH:3]=[C:4]([C:9]#[C:10][Si](C)(C)C)[C:5]([NH2:8])=[N:6][CH:7]=1.CC(C)([O-])C.[K+].Cl.O, predict the reaction product. The product is: [Br:1][C:2]1[CH:3]=[C:4]2[CH:9]=[CH:10][NH:8][C:5]2=[N:6][CH:7]=1. (4) Given the reactants [CH:1]1([N:5]2[CH2:11][CH2:10][C:9]3[CH:12]=[CH:13][C:14]([CH:16]4[CH2:21][CH2:20][NH:19][CH2:18][CH2:17]4)=[CH:15][C:8]=3[CH2:7][CH2:6]2)[CH2:4][CH2:3][CH2:2]1.[N:22]([C:25]1[CH:32]=[CH:31][C:28]([C:29]#[N:30])=[CH:27][CH:26]=1)=[C:23]=[S:24], predict the reaction product. The product is: [C:29]([C:28]1[CH:27]=[CH:26][C:25]([NH:22][C:23]([N:19]2[CH2:20][CH2:21][CH:16]([C:14]3[CH:13]=[CH:12][C:9]4[CH2:10][CH2:11][N:5]([CH:1]5[CH2:4][CH2:3][CH2:2]5)[CH2:6][CH2:7][C:8]=4[CH:15]=3)[CH2:17][CH2:18]2)=[S:24])=[CH:32][CH:31]=1)#[N:30].